This data is from Catalyst prediction with 721,799 reactions and 888 catalyst types from USPTO. The task is: Predict which catalyst facilitates the given reaction. (1) Reactant: FC(F)(F)S(O[C:7]1[CH:8]=[C:9]2[C:13](=[CH:14][CH:15]=1)[CH:12]([C:16]([O:18][CH3:19])=[O:17])[CH2:11][CH2:10]2)(=O)=O.CC1(C)C(C)(C)OB([C:30]2[CH:35]=[CH:34][C:33]([OH:36])=[CH:32][CH:31]=2)O1.C1(P(C2C=CC=CC=2)C2C=CC=CC=2)C=CC=CC=1.P([O-])([O-])([O-])=O.[K+].[K+].[K+].O. Product: [OH:36][C:33]1[CH:34]=[CH:35][C:30]([C:7]2[CH:8]=[C:9]3[C:13](=[CH:14][CH:15]=2)[CH:12]([C:16]([O:18][CH3:19])=[O:17])[CH2:11][CH2:10]3)=[CH:31][CH:32]=1. The catalyst class is: 160. (2) Reactant: [Cl:1][C:2]1[CH:11]=[C:10]2[C:5]([CH:6]=[CH:7][NH:8][C:9]2=[O:12])=[CH:4][C:3]=1[O:13][CH:14]1[CH2:19][CH2:18][NH:17][CH2:16][CH2:15]1.C(N(CC)CC)C.C(O)(=O)C.[CH2:31]([O:33][C:34](=[O:37])[CH:35]=O)[CH3:32].C([BH3-])#N.[Na+]. Product: [CH2:31]([O:33][C:34](=[O:37])[CH2:35][N:17]1[CH2:18][CH2:19][CH:14]([O:13][C:3]2[CH:4]=[C:5]3[C:10](=[CH:11][C:2]=2[Cl:1])[C:9](=[O:12])[NH:8][CH:7]=[CH:6]3)[CH2:15][CH2:16]1)[CH3:32]. The catalyst class is: 5. (3) Reactant: [N:1]1([C:6]([N:8]2[CH2:13][CH2:12][C@H:11]([NH:14][C:15](=[O:24])[O:16][CH2:17][C:18]3[CH:23]=[CH:22][CH:21]=[CH:20][CH:19]=3)[C@H:10]([O:25][CH3:26])[CH2:9]2)=[S:7])C=CN=C1.N.CO. Product: [C:6]([N:8]1[CH2:13][CH2:12][C@H:11]([NH:14][C:15](=[O:24])[O:16][CH2:17][C:18]2[CH:19]=[CH:20][CH:21]=[CH:22][CH:23]=2)[C@H:10]([O:25][CH3:26])[CH2:9]1)(=[S:7])[NH2:1]. The catalyst class is: 220. (4) Reactant: [C:1]([O:4][C@H:5]1[C@H:10]([O:11][C:12](=[O:14])[CH3:13])[C@@H:9]([O:15][C:16](=[O:18])[CH3:17])[C@H:8]([C:19]2[CH:24]=[CH:23][C:22]([CH:25]3[CH2:27][CH2:26]3)=[C:21]([CH2:28][C:29]3[CH:38]=[CH:37][C:32]4[O:33][CH2:34][CH2:35][O:36][C:31]=4[CH:30]=3)[CH:20]=2)[O:7][CH:6]1OC(=O)C)(=[O:3])[CH3:2].N[C:44](N)=[S:45].FC(F)(F)S(O[Si](C)(C)C)(=O)=O.CI.C(N(C(C)C)CC)(C)C. Product: [C:12]([O:11][C@@H:10]1[C@@H:9]([O:15][C:16](=[O:18])[CH3:17])[C@H:8]([C:19]2[CH:24]=[CH:23][C:22]([CH:25]3[CH2:27][CH2:26]3)=[C:21]([CH2:28][C:29]3[CH:38]=[CH:37][C:32]4[O:33][CH2:34][CH2:35][O:36][C:31]=4[CH:30]=3)[CH:20]=2)[O:7][CH:6]([S:45][CH3:44])[C@H:5]1[O:4][C:1](=[O:3])[CH3:2])(=[O:14])[CH3:13]. The catalyst class is: 155. (5) Product: [CH2:1]([O:3][C:4](=[O:27])[NH:5][C:6]1[CH:11]=[CH:10][CH:9]=[C:8]([CH2:12][C:13]2[C:18](=[O:19])[CH:17]=[CH:16][N:15]([C:20]3[CH:25]=[CH:24][CH:23]=[C:22]([O:26][CH3:28])[CH:21]=3)[N:14]=2)[CH:7]=1)[CH3:2]. Reactant: [CH2:1]([O:3][C:4](=[O:27])[NH:5][C:6]1[CH:11]=[CH:10][CH:9]=[C:8]([CH2:12][C:13]2[C:18](=[O:19])[CH:17]=[CH:16][N:15]([C:20]3[CH:25]=[CH:24][CH:23]=[C:22]([OH:26])[CH:21]=3)[N:14]=2)[CH:7]=1)[CH3:2].[C:28]([O-])([O-])=O.[Cs+].[Cs+].S(OC)(OC)(=O)=O.O. The catalyst class is: 3. (6) Reactant: [NH2:1][C:2]1[N:6]([C:7]2[CH:12]=[CH:11][CH:10]=[CH:9][CH:8]=2)[N:5]=[C:4]([C:13]([OH:15])=O)[C:3]=1[CH3:16].CCN(C(C)C)C(C)C.ClC(OCC(C)C)=O.[CH3:34][N:35]([C:37]([O:39][C:40]([CH3:43])([CH3:42])[CH3:41])=[O:38])[NH2:36]. Product: [NH2:1][C:2]1[N:6]([C:7]2[CH:8]=[CH:9][CH:10]=[CH:11][CH:12]=2)[N:5]=[C:4]([C:13]([NH:36][N:35]([CH3:34])[C:37]([O:39][C:40]([CH3:43])([CH3:42])[CH3:41])=[O:38])=[O:15])[C:3]=1[CH3:16]. The catalyst class is: 2. (7) Reactant: FC(F)(F)C(O)=O.FC(F)(F)C(O)=O.[CH:15]([C@:18]1([C:24]([N:26]2[CH2:31][CH2:30][N:29]([C:32]3[CH:37]=[CH:36][CH:35]=[C:34]([C:38]([F:41])([F:40])[F:39])[CH:33]=3)[CH2:28][CH2:27]2)=[O:25])[CH2:22][CH2:21][C@@H:20]([NH2:23])[CH2:19]1)([CH3:17])[CH3:16].[CH3:42][O:43][CH:44]1[C:49](=O)[CH2:48][CH2:47][O:46][CH2:45]1.C(N(CC)CC)C.C(O[BH-](OC(=O)C)OC(=O)C)(=O)C.[Na+]. Product: [CH:15]([C@:18]1([C:24]([N:26]2[CH2:31][CH2:30][N:29]([C:32]3[CH:37]=[CH:36][CH:35]=[C:34]([C:38]([F:40])([F:41])[F:39])[CH:33]=3)[CH2:28][CH2:27]2)=[O:25])[CH2:22][CH2:21][C@@H:20]([NH:23][CH:49]2[CH2:48][CH2:47][O:46][CH2:45][CH:44]2[O:43][CH3:42])[CH2:19]1)([CH3:17])[CH3:16]. The catalyst class is: 91.